This data is from Catalyst prediction with 721,799 reactions and 888 catalyst types from USPTO. The task is: Predict which catalyst facilitates the given reaction. (1) Reactant: [CH2:1]([O:3][C:4]([C:6]1[C:7]([CH3:11])=[N:8][NH:9][CH:10]=1)=[O:5])[CH3:2].[NH:12]1[C:20]2[C:15](=[CH:16][C:17](B(O)O)=[CH:18][CH:19]=2)[CH:14]=[CH:13]1.C([O-])(=O)C.N1C=CC=CC=1. Product: [CH2:1]([O:3][C:4]([C:6]1[C:7]([CH3:11])=[N:8][N:9]([C:17]2[CH:16]=[C:15]3[C:20](=[CH:19][CH:18]=2)[NH:12][CH:13]=[CH:14]3)[CH:10]=1)=[O:5])[CH3:2]. The catalyst class is: 9. (2) Reactant: [CH3:1][CH2:2][C:3]([CH2:11][O:12][CH2:13][CH:14]=[CH2:15])([CH2:6][O:7][CH2:8][CH:9]=[CH2:10])[CH2:4][OH:5].[C:16](O)(=[O:20])[C:17]([CH3:19])=[CH2:18].CS(O)(=O)=O. Product: [CH3:1][CH2:2][C:3]([CH2:4][O:5][C:16]([C:17]([CH3:19])=[CH2:18])=[O:20])([CH2:6][O:7][CH2:8][CH:9]=[CH2:10])[CH2:11][O:12][CH2:13][CH:14]=[CH2:15]. The catalyst class is: 194. (3) Reactant: Br[C:2]1[CH:7]=[CH:6][C:5]([CH3:8])=[CH:4][C:3]=1[C:9]([O:14]COCC)([CH2:12][F:13])[CH2:10][F:11].[Li]CCCC.[B:24](OC)(OC)[O:25]C.CC(=O)OCC. Product: [F:11][CH2:10][C:9]1([CH2:12][F:13])[O:14][B:24]([OH:25])[C:2]2[CH:7]=[CH:6][C:5]([CH3:8])=[CH:4][C:3]1=2. The catalyst class is: 1. (4) Reactant: [Br:1][C:2]1[CH:7]=[CH:6][C:5](I)=[C:4]([O:9][C:10]([F:13])([F:12])[F:11])[CH:3]=1.C([Li])(C)(C)C.[CH:19](N1CCOCC1)=[O:20]. Product: [Br:1][C:2]1[CH:7]=[CH:6][C:5]([CH:19]=[O:20])=[C:4]([O:9][C:10]([F:13])([F:12])[F:11])[CH:3]=1. The catalyst class is: 1. (5) Reactant: [Cl:1][C:2]1[CH:7]=[C:6]([Cl:8])[CH:5]=[CH:4][C:3]=1[C:9]1[NH:14][C:13](=[O:15])[C:12]([C:16]([O:18][CH3:19])=[O:17])=[CH:11][C:10]=1[C:20]1[CH:25]=[CH:24][C:23]([Cl:26])=[CH:22][CH:21]=1.[F:27][C:28]1[CH:29]=[C:30]([CH:33]=[CH:34][C:35]=1[F:36])[CH2:31]Br.C(=O)([O-])[O-].[Cs+].[Cs+]. Product: [F:27][C:28]1[CH:29]=[C:30]([CH:33]=[CH:34][C:35]=1[F:36])[CH2:31][O:15][C:13]1[C:12]([C:16]([O:18][CH3:19])=[O:17])=[CH:11][C:10]([C:20]2[CH:21]=[CH:22][C:23]([Cl:26])=[CH:24][CH:25]=2)=[C:9]([C:3]2[CH:4]=[CH:5][C:6]([Cl:8])=[CH:7][C:2]=2[Cl:1])[N:14]=1. The catalyst class is: 18. (6) Reactant: [C:1]([O-:4])([O-:3])=[O:2].[K+].[K+].[CH2:7](O)[CH2:8][CH2:9][CH3:10].COCCOCCOCCO[CH2:23][CH2:24]OC.Cl[C:28](Cl)(Cl)[C:29](C(Cl)(Cl)Cl)=O. Product: [C:1](=[O:4])([O:3][CH2:28][CH2:29][CH2:23][CH3:24])[O:2][CH2:7][CH2:8][CH2:9][CH3:10]. The catalyst class is: 22. (7) Reactant: [CH3:1][CH:2]([C:4]1[N:8]([CH2:9][CH2:10][C@@H:11]([OH:19])[CH2:12][C@@H:13]([OH:18])[CH2:14][C:15]([OH:17])=[O:16])[C:7]([C:20]2[CH:21]=[CH:22][C:23]([F:26])=[CH:24][CH:25]=2)=[C:6]([C:27]2[CH:28]=[CH:29][CH:30]=[CH:31][CH:32]=2)[C:5]=1[C:33]([NH:35][C:36]1[CH:37]=[CH:38][CH:39]=[CH:40][CH:41]=1)=[O:34])[CH3:3]. Product: [CH3:3][CH:2]([C:4]1[N:8]([CH2:9][CH2:10][C@@H:11]([OH:19])[CH2:12][C@@H:13]([OH:18])[CH2:14][C:15]([OH:17])=[O:16])[C:7]([C:20]2[CH:25]=[CH:24][C:23]([F:26])=[CH:22][CH:21]=2)=[C:6]([C:27]2[CH:32]=[CH:31][CH:30]=[CH:29][CH:28]=2)[C:5]=1[C:33]([NH:35][C:36]1[CH:41]=[CH:40][CH:39]=[CH:38][CH:37]=1)=[O:34])[CH3:1].[CH2:9]([NH:8][CH2:7][C:20]1[CH:25]=[CH:24][CH:23]=[CH:22][CH:21]=1)[C:10]1[CH:11]=[CH:12][CH:13]=[CH:14][CH:15]=1. The catalyst class is: 10.